This data is from Reaction yield outcomes from USPTO patents with 853,638 reactions. The task is: Predict the reaction yield, written as a fraction of the theoretical maximum amount of product (1.0 means a 100% yield; for example, 0.34 means a 34% yield). The reactants are Cl.[NH2:2][C@@H:3]([CH2:7][C:8]1[CH:13]=[CH:12][CH:11]=[CH:10][CH:9]=1)[C:4]([NH2:6])=[O:5].C(N(C(C)C)CC)(C)C.[C:23]([CH:27]1[CH2:36][CH2:35][C:34]2[N:33]=[C:32]3[S:37][C:38]([C:40](Cl)=[O:41])=[CH:39][C:31]3=[CH:30][C:29]=2[CH2:28]1)([CH3:26])([CH3:25])[CH3:24].Cl. The catalyst is CN(C=O)C.O. The product is [C:4]([C@@H:3]([NH:2][C:40]([C:38]1[S:37][C:32]2=[N:33][C:34]3[CH2:35][CH2:36][CH:27]([C:23]([CH3:25])([CH3:24])[CH3:26])[CH2:28][C:29]=3[CH:30]=[C:31]2[CH:39]=1)=[O:41])[CH2:7][C:8]1[CH:13]=[CH:12][CH:11]=[CH:10][CH:9]=1)(=[O:5])[NH2:6]. The yield is 0.730.